Regression. Given a peptide amino acid sequence and an MHC pseudo amino acid sequence, predict their binding affinity value. This is MHC class I binding data. From a dataset of Peptide-MHC class I binding affinity with 185,985 pairs from IEDB/IMGT. (1) The peptide sequence is YFSDVSAPV. The MHC is HLA-B27:05 with pseudo-sequence HLA-B27:05. The binding affinity (normalized) is 0.0847. (2) The peptide sequence is GQMYNMNTL. The MHC is HLA-B18:01 with pseudo-sequence HLA-B18:01. The binding affinity (normalized) is 0.0847. (3) The peptide sequence is IRQAGVQYS. The MHC is HLA-B53:01 with pseudo-sequence HLA-B53:01. The binding affinity (normalized) is 0. (4) The peptide sequence is PPIPVGDIY. The MHC is HLA-A03:01 with pseudo-sequence HLA-A03:01. The binding affinity (normalized) is 0. (5) The MHC is Mamu-B8301 with pseudo-sequence Mamu-B8301. The binding affinity (normalized) is 0.512. The peptide sequence is AVYSSSMVK. (6) The peptide sequence is RENGGYWLL. The MHC is HLA-B08:03 with pseudo-sequence HLA-B08:03. The binding affinity (normalized) is 0.0847. (7) The peptide sequence is YPPPRYITV. The binding affinity (normalized) is 0.494. The MHC is HLA-A02:03 with pseudo-sequence HLA-A02:03. (8) The peptide sequence is KVRDRNFQL. The MHC is HLA-B18:01 with pseudo-sequence HLA-B18:01. The binding affinity (normalized) is 0.0847. (9) The peptide sequence is YMKPGSSPL. The MHC is HLA-A26:01 with pseudo-sequence HLA-A26:01. The binding affinity (normalized) is 0.0847.